This data is from NCI-60 drug combinations with 297,098 pairs across 59 cell lines. The task is: Regression. Given two drug SMILES strings and cell line genomic features, predict the synergy score measuring deviation from expected non-interaction effect. (1) Drug 1: C1=NC(=NC(=O)N1C2C(C(C(O2)CO)O)O)N. Drug 2: COCCOC1=C(C=C2C(=C1)C(=NC=N2)NC3=CC=CC(=C3)C#C)OCCOC.Cl. Cell line: RXF 393. Synergy scores: CSS=16.9, Synergy_ZIP=-5.75, Synergy_Bliss=-1.09, Synergy_Loewe=-4.51, Synergy_HSA=0.0275. (2) Drug 1: C1=NC2=C(N=C(N=C2N1C3C(C(C(O3)CO)O)O)F)N. Drug 2: C1=NC2=C(N=C(N=C2N1C3C(C(C(O3)CO)O)F)Cl)N. Cell line: A549. Synergy scores: CSS=-2.01, Synergy_ZIP=-0.813, Synergy_Bliss=-2.63, Synergy_Loewe=-7.01, Synergy_HSA=-4.79.